Predict the product of the given reaction. From a dataset of Forward reaction prediction with 1.9M reactions from USPTO patents (1976-2016). (1) Given the reactants [CH3:1][C:2]1[O:6][N:5]=[C:4]([C:7]2[CH:12]=[CH:11][CH:10]=[CH:9][CH:8]=2)[C:3]=1[CH2:13][O:14][C:15]1[CH:23]=[CH:22][C:18]([C:19]([OH:21])=O)=[CH:17][N:16]=1.[C:24]([NH2:28])([CH3:27])([CH3:26])[CH3:25], predict the reaction product. The product is: [C:24]([NH:28][C:19](=[O:21])[C:18]1[CH:22]=[CH:23][C:15]([O:14][CH2:13][C:3]2[C:4]([C:7]3[CH:8]=[CH:9][CH:10]=[CH:11][CH:12]=3)=[N:5][O:6][C:2]=2[CH3:1])=[N:16][CH:17]=1)([CH3:27])([CH3:26])[CH3:25]. (2) Given the reactants Br[C:2]1[CH:10]=[CH:9][CH:8]=[C:7]2[C:3]=1[CH:4]=[N:5][N:6]2[C:11]1[CH:12]=[C:13]([CH3:17])[CH:14]=[CH:15][CH:16]=1.[NH:18]1[CH2:22][CH2:21][NH:20][C:19]1=[O:23].C(=O)([O-])[O-].[Cs+].[Cs+].CC1(C)C2C=CC=C(P(C3C=CC=CC=3)C3C=CC=CC=3)C=2OC2C1=CC=CC=2P(C1C=CC=CC=1)C1C=CC=CC=1, predict the reaction product. The product is: [C:13]1([CH3:17])[CH:14]=[CH:15][CH:16]=[C:11]([N:6]2[C:7]3[C:3](=[C:2]([N:18]4[CH2:22][CH2:21][NH:20][C:19]4=[O:23])[CH:10]=[CH:9][CH:8]=3)[CH:4]=[N:5]2)[CH:12]=1.